Dataset: Catalyst prediction with 721,799 reactions and 888 catalyst types from USPTO. Task: Predict which catalyst facilitates the given reaction. (1) Reactant: [N:1]1(C(OCC2C3C(=CC=CC=3)C3C2=CC=CC=3)=O)[CH2:48][CH2:47][CH2:46][C@H:2]1[C:3]([N:5]1[CH2:45][CH2:44][CH2:43][C@H:6]1[C:7]([NH:9][C@H:10]([C:36]([O:38][C:39]([CH3:42])([CH3:41])[CH3:40])=[O:37])[CH2:11][CH2:12][CH2:13][NH:14][C:15](=[NH:35])[NH:16][S:17]([C:20]1[C:33]([CH3:34])=[C:31]([CH3:32])[C:30]2[O:29][C:26]([CH3:28])([CH3:27])[CH2:25][CH2:24][C:23]=2[C:21]=1[CH3:22])(=[O:19])=[O:18])=[O:8])=[O:4].N1CCCCC1. Product: [NH:1]1[CH2:48][CH2:47][CH2:46][C@H:2]1[C:3]([N:5]1[CH2:45][CH2:44][CH2:43][C@H:6]1[C:7]([NH:9][C@H:10]([C:36]([O:38][C:39]([CH3:40])([CH3:41])[CH3:42])=[O:37])[CH2:11][CH2:12][CH2:13][NH:14][C:15](=[NH:35])[NH:16][S:17]([C:20]1[C:33]([CH3:34])=[C:31]([CH3:32])[C:30]2[O:29][C:26]([CH3:28])([CH3:27])[CH2:25][CH2:24][C:23]=2[C:21]=1[CH3:22])(=[O:19])=[O:18])=[O:8])=[O:4]. The catalyst class is: 10. (2) Reactant: [F:1][C:2]1[C:7]([OH:8])=[CH:6][CH:5]=[C:4]([F:9])[C:3]=1[C:10]1[N:15]=[C:14]([C:16]([O:18][CH3:19])=[O:17])[CH:13]=[CH:12][C:11]=1[F:20].CCN(C(C)C)C(C)C.[F:30][C:31]([F:50])([F:49])[S:32](N(C1C=CC=CC=1)[S:32]([C:31]([F:50])([F:49])[F:30])(=[O:34])=[O:33])(=[O:34])=[O:33]. Product: [F:1][C:2]1[C:7]([O:8][S:32]([C:31]([F:50])([F:49])[F:30])(=[O:34])=[O:33])=[CH:6][CH:5]=[C:4]([F:9])[C:3]=1[C:10]1[N:15]=[C:14]([C:16]([O:18][CH3:19])=[O:17])[CH:13]=[CH:12][C:11]=1[F:20]. The catalyst class is: 2. (3) The catalyst class is: 7. Reactant: [Cl:1][C:2]([O:5][C:6](=[O:12])[O:7][C:8](Cl)(Cl)Cl)(Cl)Cl.[N:13]1[CH:18]=CC=C[CH:14]=1.[O:19]1[CH2:24][CH2:23]C(O)[CH2:21][CH2:20]1.OCCN(C)C(=O)OC(C)(C)C. Product: [ClH:1].[C:6](=[O:12])([O:7][CH:8]1[CH2:23][CH2:24][O:19][CH2:20][CH2:21]1)[O:5][CH2:2][CH2:18][NH:13][CH3:14].